From a dataset of Reaction yield outcomes from USPTO patents with 853,638 reactions. Predict the reaction yield, written as a fraction of the theoretical maximum amount of product (1.0 means a 100% yield; for example, 0.34 means a 34% yield). (1) The reactants are [OH:1][C:2]1[CH:11]=[C:10]2[C:5]([CH:6]=[C:7]([NH:12][C:13]([CH:15]3[CH2:17][CH2:16]3)=[O:14])[N:8]=[CH:9]2)=[CH:4][CH:3]=1.O1CCCC1.C[CH2:24][O:25][C:26]([C@@H:28](O)[CH3:29])=[O:27].C1(P(C2C=CC=CC=2)C2C=CC=CC=2)C=CC=CC=1.N(C(OCC)=O)=NC(OCC)=O. The catalyst is C(OCC)(=O)C. The product is [CH:15]1([C:13]([NH:12][C:7]2[N:8]=[CH:9][C:10]3[C:5]([CH:6]=2)=[CH:4][CH:3]=[C:2]([O:1][C@H:28]([CH3:29])[C:26]([O:25][CH3:24])=[O:27])[CH:11]=3)=[O:14])[CH2:16][CH2:17]1. The yield is 1.00. (2) The reactants are [ClH:1].C(OC([NH:9][CH2:10][CH2:11][CH2:12][CH2:13][CH2:14][CH2:15][C:16]([NH:18][CH2:19][C:20]1[CH:28]=[CH:27][CH:26]=[C:25]2[C:21]=1[C:22](=[O:38])[N:23]([CH:30]1[CH2:35][CH2:34][C:33](=[O:36])[NH:32][C:31]1=[O:37])[C:24]2=[O:29])=[O:17])=O)(C)(C)C. The catalyst is O1CCOCC1.C(Cl)Cl. The product is [ClH:1].[NH2:9][CH2:10][CH2:11][CH2:12][CH2:13][CH2:14][CH2:15][C:16]([NH:18][CH2:19][C:20]1[CH:28]=[CH:27][CH:26]=[C:25]2[C:21]=1[C:22](=[O:38])[N:23]([CH:30]1[CH2:35][CH2:34][C:33](=[O:36])[NH:32][C:31]1=[O:37])[C:24]2=[O:29])=[O:17]. The yield is 0.410. (3) The reactants are [CH:1]1([C:7]2[C:8]3[CH:24]=[CH:23][C:22]([C:25]([O:27]C)=[O:26])=[CH:21][C:9]=3[N:10]3[C:16]=2[C:15]2[CH:17]=[CH:18][CH:19]=[CH:20][C:14]=2[O:13][CH2:12][CH2:11]3)[CH2:6][CH2:5][CH2:4][CH2:3][CH2:2]1.[OH-].[Na+].Cl. The catalyst is O1CCCC1.CO. The product is [CH:1]1([C:7]2[C:8]3[CH:24]=[CH:23][C:22]([C:25]([OH:27])=[O:26])=[CH:21][C:9]=3[N:10]3[C:16]=2[C:15]2[CH:17]=[CH:18][CH:19]=[CH:20][C:14]=2[O:13][CH2:12][CH2:11]3)[CH2:2][CH2:3][CH2:4][CH2:5][CH2:6]1. The yield is 0.852. (4) The reactants are [Br:1][C:2]1[CH:3]=[C:4]([OH:13])[CH:5]=[CH:6][C:7]=1[O:8][C:9]([F:12])([F:11])[F:10].[C:14]([O-])([O-])=O.[K+].[K+].CI. The catalyst is CC(C)=O. The product is [Br:1][C:2]1[CH:3]=[C:4]([O:13][CH3:14])[CH:5]=[CH:6][C:7]=1[O:8][C:9]([F:11])([F:12])[F:10]. The yield is 0.990. (5) The reactants are [F:1][C:2]1([F:12])[O:6][C:5]2[CH:7]=[CH:8][CH:9]=[C:10]([NH2:11])[C:4]=2[O:3]1.[C:13]([O:17][C:18](=[O:26])[N:19]([CH2:23][CH2:24]Cl)[CH2:20][CH2:21]Cl)([CH3:16])([CH3:15])[CH3:14].[H-].[Na+]. The catalyst is CN(C=O)C. The product is [C:13]([O:17][C:18]([N:19]1[CH2:23][CH2:24][N:11]([C:10]2[C:4]3[O:3][C:2]([F:1])([F:12])[O:6][C:5]=3[CH:7]=[CH:8][CH:9]=2)[CH2:21][CH2:20]1)=[O:26])([CH3:16])([CH3:15])[CH3:14]. The yield is 0.220.